Predict the reaction yield, written as a fraction of the theoretical maximum amount of product (1.0 means a 100% yield; for example, 0.34 means a 34% yield). From a dataset of Reaction yield outcomes from USPTO patents with 853,638 reactions. (1) The reactants are [NH2:1][C:2]1[N:3]=[C:4]([NH:19][CH:20]2[CH2:25][CH2:24][NH:23][CH2:22][CH2:21]2)[C:5]2[N:11]=[C:10]([C:12]3[CH:17]=[CH:16][C:15]([F:18])=[CH:14][CH:13]=3)[CH:9]=[CH:8][C:6]=2[N:7]=1.CCN(C(C)C)C(C)C.[Cl:35][C:36]1[CH:46]=[CH:45][C:39]([O:40][CH2:41][C:42](Cl)=[O:43])=[CH:38][CH:37]=1. The catalyst is O1CCOCC1. The product is [NH2:1][C:2]1[N:3]=[C:4]([NH:19][CH:20]2[CH2:25][CH2:24][N:23]([C:42](=[O:43])[CH2:41][O:40][C:39]3[CH:45]=[CH:46][C:36]([Cl:35])=[CH:37][CH:38]=3)[CH2:22][CH2:21]2)[C:5]2[N:11]=[C:10]([C:12]3[CH:13]=[CH:14][C:15]([F:18])=[CH:16][CH:17]=3)[CH:9]=[CH:8][C:6]=2[N:7]=1. The yield is 0.300. (2) The reactants are [OH-].[K+].[CH2:3]([O:5][C:6](=[O:20])[CH:7]([CH2:13][C:14]1[CH:19]=[CH:18][CH:17]=[CH:16][CH:15]=1)[C:8](OCC)=O)[CH3:4]. The catalyst is C(O)C. The product is [CH2:8]=[C:7]([CH2:13][C:14]1[CH:15]=[CH:16][CH:17]=[CH:18][CH:19]=1)[C:6]([O:5][CH2:3][CH3:4])=[O:20]. The yield is 0.850. (3) The reactants are [C:1]([C:5]1[CH:10]=[C:9]([C:11]2[O:12][CH:13]=[C:14]([CH2:16][CH2:17][N:18]([CH3:22])[CH2:19][C:20]#C)[N:15]=2)[CH:8]=[C:7]([C:23]([CH3:26])([CH3:25])[CH3:24])[C:6]=1[OH:27])([CH3:4])([CH3:3])[CH3:2].C[NH:29]CC#N.CNCC#C. No catalyst specified. The product is [C:23]([C:7]1[CH:8]=[C:9]([C:11]2[O:12][CH:13]=[C:14]([CH2:16][CH2:17][N:18]([CH2:19][C:20]#[N:29])[CH3:22])[N:15]=2)[CH:10]=[C:5]([C:1]([CH3:3])([CH3:2])[CH3:4])[C:6]=1[OH:27])([CH3:26])([CH3:24])[CH3:25]. The yield is 0.360. (4) The reactants are [C:1](Cl)(=[O:4])[CH:2]=[CH2:3].OP([O-])([O-])=O.[Na+].[Na+].[F:13][C:14]1[CH:20]=[CH:19][CH:18]=[CH:17][C:15]=1[NH2:16]. The catalyst is C(Cl)Cl. The product is [F:13][C:14]1[CH:20]=[CH:19][CH:18]=[CH:17][C:15]=1[NH:16][C:1](=[O:4])[CH:2]=[CH2:3]. The yield is 0.680. (5) The reactants are [CH3:1][N:2]1[CH2:7][CH2:6][N:5]([C:8]2[N:13]3[CH:14]=[C:15]([CH2:17][OH:18])[N:16]=[C:12]3[CH:11]=[CH:10][CH:9]=2)[CH2:4][CH2:3]1. The product is [CH3:1][N:2]1[CH2:7][CH2:6][N:5]([C:8]2[N:13]3[CH:14]=[C:15]([CH:17]=[O:18])[N:16]=[C:12]3[CH:11]=[CH:10][CH:9]=2)[CH2:4][CH2:3]1. The catalyst is C(Cl)(Cl)Cl.[O-2].[O-2].[Mn+4]. The yield is 0.820. (6) The reactants are [CH3:1][C:2]([CH3:32])([CH3:31])[C:3](=[O:30])[CH2:4][O:5][C:6]1[CH:11]=[CH:10][C:9]([C:12]([C:17]2[S:21][C:20]3[CH:22]=[C:23]([C:26](O)=[O:27])[CH:24]=[CH:25][C:19]=3[CH:18]=2)([CH2:15][CH3:16])[CH2:13][CH3:14])=[CH:8][C:7]=1[CH3:29].C(Cl)CCl.Cl.[CH3:38][NH:39][CH3:40]. The catalyst is CN(C1C=CN=CC=1)C. The product is [CH3:38][N:39]([CH3:40])[C:26]([C:23]1[CH:24]=[CH:25][C:19]2[CH:18]=[C:17]([C:12]([C:9]3[CH:10]=[CH:11][C:6]([O:5][CH2:4][C:3](=[O:30])[C:2]([CH3:32])([CH3:31])[CH3:1])=[C:7]([CH3:29])[CH:8]=3)([CH2:15][CH3:16])[CH2:13][CH3:14])[S:21][C:20]=2[CH:22]=1)=[O:27]. The yield is 0.760. (7) The reactants are [F:1][C:2]1[C:36]([C:37]([F:40])([F:39])[F:38])=[N:35][CH:34]=[CH:33][C:3]=1[C:4]([N:6]1[CH2:11][CH2:10][CH:9]([N:12]2[CH2:15][C:14]([CH2:30][C:31]#[N:32])([N:16]3[CH:20]=[C:19](B4OC(C)(C)C(C)(C)O4)[CH:18]=[N:17]3)[CH2:13]2)[CH2:8][CH2:7]1)=[O:5].Cl[C:42]1[C:43]2[CH:50]=[CH:49][NH:48][C:44]=2[N:45]=[CH:46][N:47]=1.C(=O)(O)[O-].[Na+].O. The catalyst is C1C=CC([P]([Pd]([P](C2C=CC=CC=2)(C2C=CC=CC=2)C2C=CC=CC=2)([P](C2C=CC=CC=2)(C2C=CC=CC=2)C2C=CC=CC=2)[P](C2C=CC=CC=2)(C2C=CC=CC=2)C2C=CC=CC=2)(C2C=CC=CC=2)C2C=CC=CC=2)=CC=1.O1CCOCC1. The product is [N:45]1[C:44]2[NH:48][CH:49]=[CH:50][C:43]=2[C:42]([C:19]2[CH:18]=[N:17][N:16]([C:14]3([CH2:30][C:31]#[N:32])[CH2:13][N:12]([CH:9]4[CH2:8][CH2:7][N:6]([C:4](=[O:5])[C:3]5[CH:33]=[CH:34][N:35]=[C:36]([C:37]([F:40])([F:38])[F:39])[C:2]=5[F:1])[CH2:11][CH2:10]4)[CH2:15]3)[CH:20]=2)=[N:47][CH:46]=1. The yield is 0.446.